This data is from Peptide-MHC class I binding affinity with 185,985 pairs from IEDB/IMGT. The task is: Regression. Given a peptide amino acid sequence and an MHC pseudo amino acid sequence, predict their binding affinity value. This is MHC class I binding data. (1) The binding affinity (normalized) is 0.714. The peptide sequence is IYVGNGQMI. The MHC is H-2-Kd with pseudo-sequence H-2-Kd. (2) The peptide sequence is YQYIFLSFF. The MHC is HLA-B15:03 with pseudo-sequence HLA-B15:03. The binding affinity (normalized) is 1.00. (3) The peptide sequence is VYYFFVWL. The MHC is H-2-Kb with pseudo-sequence H-2-Kb. The binding affinity (normalized) is 0.0735. (4) The peptide sequence is FSRRFKYL. The MHC is H-2-Kb with pseudo-sequence H-2-Kb. The binding affinity (normalized) is 0.686. (5) The peptide sequence is VTDNNRSFY. The MHC is HLA-A26:01 with pseudo-sequence HLA-A26:01. The binding affinity (normalized) is 0.0751. (6) The peptide sequence is ATFEVFLAK. The MHC is HLA-A69:01 with pseudo-sequence HLA-A69:01. The binding affinity (normalized) is 0.400. (7) The peptide sequence is MEIYIWDHD. The MHC is HLA-B40:01 with pseudo-sequence HLA-B40:01. The binding affinity (normalized) is 0.323.